Task: Regression. Given a peptide amino acid sequence and an MHC pseudo amino acid sequence, predict their binding affinity value. This is MHC class II binding data.. Dataset: Peptide-MHC class II binding affinity with 134,281 pairs from IEDB (1) The peptide sequence is EEFFHQKLLLEEGVP. The MHC is DRB1_0101 with pseudo-sequence DRB1_0101. The binding affinity (normalized) is 0.631. (2) The MHC is DRB1_1101 with pseudo-sequence DRB1_1101. The binding affinity (normalized) is 0.623. The peptide sequence is LFIRMAWHAAGTYRI. (3) The peptide sequence is QPCNGVTMNDVKIEY. The MHC is DRB1_0405 with pseudo-sequence DRB1_0405. The binding affinity (normalized) is 0.283. (4) The peptide sequence is AVAANELGMLEKTKE. The MHC is HLA-DQA10102-DQB10501 with pseudo-sequence HLA-DQA10102-DQB10501. The binding affinity (normalized) is 0.578. (5) The peptide sequence is KEDFLGSLVKEIPPRLLYAK. The MHC is HLA-DQA10401-DQB10402 with pseudo-sequence HLA-DQA10401-DQB10402. The binding affinity (normalized) is 0.383. (6) The peptide sequence is SRAEVSYVHVNGAKF. The MHC is HLA-DQA10501-DQB10201 with pseudo-sequence HLA-DQA10501-DQB10201. The binding affinity (normalized) is 0.172.